Dataset: Full USPTO retrosynthesis dataset with 1.9M reactions from patents (1976-2016). Task: Predict the reactants needed to synthesize the given product. (1) Given the product [NH2:27][C:24]1[CH:25]=[CH:26][C:21]([O:20][C:18](=[O:19])[CH2:17][O:16][CH2:15][CH2:14][O:13][CH2:12][C:11]([O:10][C:7]2[CH:6]=[CH:5][C:4]([NH2:1])=[CH:9][CH:8]=2)=[O:30])=[CH:22][CH:23]=1, predict the reactants needed to synthesize it. The reactants are: [N+:1]([C:4]1[CH:9]=[CH:8][C:7]([O:10][C:11](=[O:30])[CH2:12][O:13][CH2:14][CH2:15][O:16][CH2:17][C:18]([O:20][C:21]2[CH:26]=[CH:25][C:24]([N+:27]([O-])=O)=[CH:23][CH:22]=2)=[O:19])=[CH:6][CH:5]=1)([O-])=O. (2) The reactants are: [NH:1]1[C:9]2[C:4](=[CH:5][C:6]([C:10]3[S:14][C:13]([O:15][C@@H:16]4[CH:23]5[CH2:24][N:19]6[CH2:20][CH:21]([CH2:25][CH:17]4[CH2:18]6)[CH2:22]5)=[N:12][CH:11]=3)=[CH:7][CH:8]=2)[CH:3]=[CH:2]1.ClC1C=CC=C(C(OO)=[O:34])C=1. Given the product [NH:1]1[C:9]2[C:4](=[CH:5][C:6]([C:10]3[S:14][C:13]([O:15][C@@H:16]4[CH:17]5[CH2:18][N+:19]6([O-:34])[CH2:20][CH:21]([CH2:22][CH:23]4[CH2:24]6)[CH2:25]5)=[N:12][CH:11]=3)=[CH:7][CH:8]=2)[CH:3]=[CH:2]1, predict the reactants needed to synthesize it. (3) Given the product [O:26]([C:7]1[CH:8]=[CH:9][C:4]2[N:1]=[C:19]([CH2:30][OH:31])[N:11]([CH3:12])[C:5]=2[CH:6]=1)[C:20]1[CH:25]=[CH:24][CH:23]=[CH:22][CH:21]=1, predict the reactants needed to synthesize it. The reactants are: [N+:1]([C:4]1[CH:9]=[C:8](Cl)[CH:7]=[CH:6][C:5]=1[N:11]([CH3:19])[C:12](=O)OC(C)(C)C)([O-])=O.[C:20]1([OH:26])[CH:25]=[CH:24][CH:23]=[CH:22][CH:21]=1.[H-].[Na+].C(O)(=O)[CH2:30][OH:31].C(=O)(O)[O-].[Na+]. (4) The reactants are: Br[C:2]1[CH:9]=[CH:8][C:5]([C:6]#[N:7])=[CH:4][CH:3]=1.[NH2:10][C@H:11]1[CH2:16][CH2:15][CH2:14][C@H:13]([NH:17][C:18](=[O:24])[O:19][C:20]([CH3:23])([CH3:22])[CH3:21])[CH2:12]1.CC(C)([O-])C.[Na+].[Cl-].[NH4+]. Given the product [C:6]([C:5]1[CH:8]=[CH:9][C:2]([NH:10][C@H:11]2[CH2:16][CH2:15][CH2:14][C@H:13]([NH:17][C:18](=[O:24])[O:19][C:20]([CH3:22])([CH3:21])[CH3:23])[CH2:12]2)=[CH:3][CH:4]=1)#[N:7], predict the reactants needed to synthesize it. (5) Given the product [NH2:5][C:4]1[C:3]([N+:9]([O-:11])=[O:10])=[C:2]([S:12][CH2:13][CH2:14][OH:15])[CH:8]=[CH:7][CH:6]=1, predict the reactants needed to synthesize it. The reactants are: Cl[C:2]1[C:3]([N+:9]([O-:11])=[O:10])=[C:4]([CH:6]=[CH:7][CH:8]=1)[NH2:5].[SH:12][CH2:13][CH2:14][OH:15].C(=O)([O-])[O-].[K+].[K+]. (6) Given the product [ClH:42].[F:12][C:9]([F:10])([F:11])[C:7]1[CH:6]=[C:5]([CH:13]2[CH2:18][CH2:17][N:16]([C:19]([C:21]3[C:25]4[CH2:26][NH:27][CH2:28][CH2:29][C:24]=4[NH:23][N:22]=3)=[O:20])[CH2:15][CH2:14]2)[CH:4]=[C:3]([C:2]([F:1])([F:37])[F:38])[CH:8]=1, predict the reactants needed to synthesize it. The reactants are: [F:1][C:2]([F:38])([F:37])[C:3]1[CH:4]=[C:5]([CH:13]2[CH2:18][CH2:17][N:16]([C:19]([C:21]3[C:25]4[CH2:26][N:27](C(OC(C)(C)C)=O)[CH2:28][CH2:29][C:24]=4[NH:23][N:22]=3)=[O:20])[CH2:15][CH2:14]2)[CH:6]=[C:7]([C:9]([F:12])([F:11])[F:10])[CH:8]=1.CO.C(Cl)[Cl:42].Cl. (7) Given the product [Br:1][C:2]1[C:10]([CH3:11])=[CH:9][CH:8]=[CH:7][C:3]=1[C:4]([O:6][CH3:12])=[O:5], predict the reactants needed to synthesize it. The reactants are: [Br:1][C:2]1[C:10]([CH3:11])=[CH:9][CH:8]=[CH:7][C:3]=1[C:4]([OH:6])=[O:5].[CH3:12]O.